This data is from Reaction yield outcomes from USPTO patents with 853,638 reactions. The task is: Predict the reaction yield, written as a fraction of the theoretical maximum amount of product (1.0 means a 100% yield; for example, 0.34 means a 34% yield). (1) The reactants are [F:1][C:2]1[CH:3]=[C:4]([C@H:8]2[CH2:12][CH2:11][CH2:10][N:9]2[C:13]2[CH:18]=[CH:17][N:16]3[N:19]=[CH:20][C:21]([NH2:22])=[C:15]3[N:14]=2)[CH:5]=[N:6][CH:7]=1.C1N=CN([C:28]([N:30]2[CH:34]=N[CH:32]=[CH:31]2)=[O:29])C=1.N1CC[C@H:37]([OH:40])C1. The catalyst is C(Cl)Cl. The product is [F:1][C:2]1[CH:3]=[C:4]([C@H:8]2[CH2:12][CH2:11][CH2:10][N:9]2[C:13]2[CH:18]=[CH:17][N:16]3[N:19]=[CH:20][C:21]([NH:22][C:28]([N:30]4[CH2:31][CH2:32][C@H:37]([OH:40])[CH2:34]4)=[O:29])=[C:15]3[N:14]=2)[CH:5]=[N:6][CH:7]=1. The yield is 0.780. (2) The reactants are CC1C=C(C)C=C(C)C=1S([O-])(=O)=O.[NH2:14][N+:15]1[CH:20]=[CH:19][C:18]([C:21]([O:23][CH3:24])=[O:22])=[C:17]([CH3:25])[CH:16]=1.[C:26](#[N:33])[C:27]1[CH:32]=[CH:31][CH:30]=[CH:29][CH:28]=1.[OH-].[K+]. The catalyst is C(O)C.O.C([O-])(=O)C.[Cu+2].C([O-])(=O)C. The product is [CH3:25][C:17]1[C:16]2[N:15]([N:14]=[C:26]([C:27]3[CH:32]=[CH:31][CH:30]=[CH:29][CH:28]=3)[N:33]=2)[CH:20]=[CH:19][C:18]=1[C:21]([O:23][CH3:24])=[O:22]. The yield is 0.360. (3) The reactants are C([Mg]Cl)(C)C.I[C:7]1[C:15]2[C:10](=[N:11][CH:12]=[CH:13][CH:14]=2)[NH:9][N:8]=1.[CH:16]1([CH:19]=[O:20])[CH2:18][CH2:17]1. The catalyst is C1COCC1.CCOC(C)=O.[Cl-].[NH4+]. The product is [CH:16]1([CH:19]([C:7]2[C:15]3[C:10](=[N:11][CH:12]=[CH:13][CH:14]=3)[NH:9][N:8]=2)[OH:20])[CH2:18][CH2:17]1. The yield is 0.449. (4) The reactants are N[C:2]1N=C(O)C(NC(=O)CCOC2C=CC(F)=CC=2)=C(O)N=1.P12(SP3(SP(SP(S3)(S1)=S)(=S)S2)=S)=S.[NH2:37][C:38]1[N:39]=[C:40]([SH:57])[C:41]2[N:46]=[C:45]([CH2:47][CH2:48][O:49][C:50]3[CH:55]=[CH:54][C:53]([F:56])=[CH:52][CH:51]=3)[S:44][C:42]=2[N:43]=1.C(N(CC)CC)C.IC. The catalyst is N1C=CC=CC=1.CS(C)=O.O. The product is [F:56][C:53]1[CH:54]=[CH:55][C:50]([O:49][CH2:48][CH2:47][C:45]2[S:44][C:42]3[N:43]=[C:38]([NH2:37])[N:39]=[C:40]([S:57][CH3:2])[C:41]=3[N:46]=2)=[CH:51][CH:52]=1. The yield is 0.150. (5) The reactants are C([N:4]1[C:12]2[C:7](=[CH:8][C:9]([CH:13]=[CH:14][S:15]([C:18]3[CH:23]=[CH:22][CH:21]=[CH:20][CH:19]=3)(=[O:17])=[O:16])=[CH:10][CH:11]=2)[C:6]([CH2:24][C@H:25]2[CH2:29][CH2:28][CH2:27][N:26]2[CH3:30])=[CH:5]1)(=O)C.C(=O)([O-])[O-].[K+].[K+]. The catalyst is CO.O. The product is [C:18]1([S:15]([CH:14]=[CH:13][C:9]2[CH:8]=[C:7]3[C:12](=[CH:11][CH:10]=2)[NH:4][CH:5]=[C:6]3[CH2:24][C@H:25]2[CH2:29][CH2:28][CH2:27][N:26]2[CH3:30])(=[O:17])=[O:16])[CH:19]=[CH:20][CH:21]=[CH:22][CH:23]=1. The yield is 0.948. (6) The reactants are [CH:1]1([C:4]2[CH:9]=[CH:8][N:7]=[C:6]([NH2:10])[CH:5]=2)[CH2:3][CH2:2]1.[B:11]([C:14]1[CH:22]=[CH:21][C:17]([C:18](O)=[O:19])=[C:16]([F:23])[CH:15]=1)([OH:13])[OH:12].CCN(C(C)C)C(C)C.CN(C(ON1N=NC2C=CC=NC1=2)=[N+](C)C)C.F[P-](F)(F)(F)(F)F. The catalyst is CN(C=O)C.O. The product is [CH:1]1([C:4]2[CH:9]=[CH:8][N:7]=[C:6]([NH:10][C:18]([C:17]3[CH:21]=[CH:22][C:14]([B:11]([OH:13])[OH:12])=[CH:15][C:16]=3[F:23])=[O:19])[CH:5]=2)[CH2:3][CH2:2]1. The yield is 0.636.